From a dataset of Full USPTO retrosynthesis dataset with 1.9M reactions from patents (1976-2016). Predict the reactants needed to synthesize the given product. (1) Given the product [NH2:11][C:8]1[S:9][CH:10]=[C:6]([CH2:5][O:4][CH2:3][O:2][CH3:1])[C:7]=1[S:14]([NH2:17])(=[O:15])=[O:16], predict the reactants needed to synthesize it. The reactants are: [CH3:1][O:2][CH2:3][O:4][CH2:5][C:6]1[C:7]([S:14]([NH2:17])(=[O:16])=[O:15])=[C:8]([N+:11]([O-])=O)[S:9][CH:10]=1. (2) Given the product [Br:16][C:17]1[CH:18]=[C:19]2[C:23](=[CH:24][CH:25]=1)[CH2:22][C@@H:21]([NH:26][S:41]([CH:39]([CH3:40])[CH3:38])(=[O:43])=[O:42])[CH2:20]2, predict the reactants needed to synthesize it. The reactants are: CC1(C)[C@@H]2CC[C@@]1(CS(O)(=O)=O)C(=O)C2.[Br:16][C:17]1[CH:18]=[C:19]2[C:23](=[CH:24][CH:25]=1)[CH2:22][C@@H:21]([NH2:26])[CH2:20]2.C1CCN2C(=NCCC2)CC1.[CH3:38][CH:39]([S:41](Cl)(=[O:43])=[O:42])[CH3:40]. (3) Given the product [Cl:18][C:19]1[CH:24]=[CH:23][C:22]([C:12]2[CH:11]=[CH:10][N:9]=[C:8]([NH:7][C:6](=[O:17])[O:5][C:1]([CH3:4])([CH3:3])[CH3:2])[C:13]=2[CH:14]=[O:15])=[C:21]([F:28])[CH:20]=1, predict the reactants needed to synthesize it. The reactants are: [C:1]([O:5][C:6](=[O:17])[NH:7][C:8]1[C:13]([CH:14]=[O:15])=[C:12](Br)[CH:11]=[CH:10][N:9]=1)([CH3:4])([CH3:3])[CH3:2].[Cl:18][C:19]1[CH:24]=[CH:23][C:22](B(O)O)=[C:21]([F:28])[CH:20]=1.C(=O)([O-])[O-].[Cs+].[Cs+].